Dataset: Drug-target binding data from BindingDB using Ki measurements. Task: Regression. Given a target protein amino acid sequence and a drug SMILES string, predict the binding affinity score between them. We predict pKi (pKi = -log10(Ki in M); higher means stronger inhibition). Dataset: bindingdb_ki. The small molecule is NCCN[C@@H](Cc1cnc[nH]1)C(=O)O. The target protein (P15169) has sequence MSDLLSVFLHLLLLFKLVAPVTFRHHRYDDLVRTLYKVQNECPGITRVYSIGRSVEGRHLYVLEFSDHPGIHEPLEPEVKYVGNMHGNEALGRELMLQLSEFLCEEFRNRNQRIVQLIQDTRIHILPSMNPDGYEVAAAQGPNKPGYLVGRNNANGVDLNRNFPDLNTYIYYNEKYGGPNHHLPLPDNWKSQVEPETRAVIRWMHSFNFVLSANLHGGAVVANYPYDKSFEHRVRGVRRTASTPTPDDKLFQKLAKVYSYAHGWMFQGWNCGDYFPDGITNGASWYSLSKGMQDFNYLHTNCFEITLELSCDKFPPEEELQREWLGNREALIQFLEQVHQGIKGMVLDENYNNLANAVISVSGINHDVTSGDHGDYFRLLLPGIYTVSATAPGYDPETVTVTVGPAEPTLVNFHLKRSIPQVSPVRRAPSRRHGVRAKVQPQARKKEMEMRQLQRGPA. The pKi is 5.0.